From a dataset of Forward reaction prediction with 1.9M reactions from USPTO patents (1976-2016). Predict the product of the given reaction. (1) Given the reactants [F:1][C:2]([F:22])([C:15]1[CH:20]=[CH:19][C:18]([F:21])=[CH:17][N:16]=1)[C:3]1[N:12]=[C:11]([SH:13])[C:10]2[C:5](=[CH:6][C:7]([CH3:14])=[CH:8][CH:9]=2)[N:4]=1.[OH-].[Na+].I[CH3:26], predict the reaction product. The product is: [F:22][C:2]([F:1])([C:15]1[CH:20]=[CH:19][C:18]([F:21])=[CH:17][N:16]=1)[C:3]1[N:12]=[C:11]([S:13][CH3:26])[C:10]2[C:5](=[CH:6][C:7]([CH3:14])=[CH:8][CH:9]=2)[N:4]=1. (2) Given the reactants [H-].[H-].[H-].[H-].[Li+].[Al+3].[NH2:7][CH:8]([C:24]([F:27])([F:26])[F:25])[CH2:9][C:10]([NH:12][CH2:13][C:14]1[CH:19]=[CH:18][C:17]([O:20][CH3:21])=[CH:16][C:15]=1[O:22][CH3:23])=O.O.[OH-].[Na+], predict the reaction product. The product is: [CH3:23][O:22][C:15]1[CH:16]=[C:17]([O:20][CH3:21])[CH:18]=[CH:19][C:14]=1[CH2:13][NH:12][CH2:10][CH2:9][CH:8]([NH2:7])[C:24]([F:25])([F:26])[F:27]. (3) Given the reactants [Cl:1][C:2]1[CH:3]=[C:4]([OH:10])[CH:5]=[C:6]([O:8][CH3:9])[CH:7]=1.C(N(CC)CC)C.[CH3:18][S:19](Cl)(=[O:21])=[O:20], predict the reaction product. The product is: [CH3:18][S:19]([O:10][C:4]1[CH:5]=[C:6]([O:8][CH3:9])[CH:7]=[C:2]([Cl:1])[CH:3]=1)(=[O:21])=[O:20]. (4) Given the reactants [C:1]([O:5][C:6]([N:8]1[C@@H:16]2[C@@H:11]([CH2:12][CH2:13][CH2:14][CH2:15]2)[CH2:10][C@H:9]1[C:17]1[N:21](CCC#N)[N:20]=[N:19][N:18]=1)=[O:7])([CH3:4])([CH3:3])[CH3:2], predict the reaction product. The product is: [C:1]([O:5][C:6]([N:8]1[C@@H:16]2[C@@H:11]([CH2:12][CH2:13][CH2:14][CH2:15]2)[CH2:10][C@H:9]1[C:17]1[NH:21][N:20]=[N:19][N:18]=1)=[O:7])([CH3:4])([CH3:2])[CH3:3]. (5) Given the reactants [Si]([O:8][CH2:9][C:10]1[CH:15]=[CH:14][C:13]([NH:16][C:17](=[O:23])[O:18][C:19]([CH3:22])([CH3:21])[CH3:20])=[C:12]([O:24][CH3:25])[CH:11]=1)(C(C)(C)C)(C)C.[F-].C([N+](CCCC)(CCCC)CCCC)CCC.C1COCC1, predict the reaction product. The product is: [OH:8][CH2:9][C:10]1[CH:15]=[CH:14][C:13]([NH:16][C:17](=[O:23])[O:18][C:19]([CH3:21])([CH3:22])[CH3:20])=[C:12]([O:24][CH3:25])[CH:11]=1. (6) The product is: [CH2:1]([O:3][C:4](=[O:38])[C:5]([O:29][C:30]1[CH:35]=[CH:34][CH:33]=[CH:32][C:31]=1[O:36][CH3:37])([CH3:28])[CH2:6][C:14]1[CH:15]=[CH:16][C:17]([OH:20])=[CH:18][CH:19]=1)[CH3:2]. Given the reactants [CH2:1]([O:3][C:4](=[O:38])[C:5]([O:29][C:30]1[CH:35]=[CH:34][CH:33]=[CH:32][C:31]=1[O:36][CH3:37])([CH3:28])[CH:6]([C:14]1[CH:19]=[CH:18][C:17]([O:20]CC2C=CC=CC=2)=[CH:16][CH:15]=1)OC(=O)C(F)(F)F)[CH3:2], predict the reaction product.